This data is from Peptide-MHC class II binding affinity with 134,281 pairs from IEDB. The task is: Regression. Given a peptide amino acid sequence and an MHC pseudo amino acid sequence, predict their binding affinity value. This is MHC class II binding data. (1) The peptide sequence is TLTEALRVIAGTLEV. The MHC is DRB1_0401 with pseudo-sequence DRB1_0401. The binding affinity (normalized) is 0.565. (2) The peptide sequence is PVGEIYKRWIIMGLN. The MHC is DRB1_0405 with pseudo-sequence DRB1_0405. The binding affinity (normalized) is 0.310. (3) The peptide sequence is CTNAKVTAKGVSEAN. The MHC is DRB1_0401 with pseudo-sequence DRB1_0401. The binding affinity (normalized) is 0.364. (4) The peptide sequence is SQVHIRRPGGAGRDG. The MHC is DRB1_0901 with pseudo-sequence DRB1_0901. The binding affinity (normalized) is 0.105. (5) The peptide sequence is GELQIVDHIDAAFKI. The MHC is DRB1_1101 with pseudo-sequence DRB1_1101. The binding affinity (normalized) is 0.651. (6) The binding affinity (normalized) is 0.191. The peptide sequence is GVWVLAEPTKGKNER. The MHC is DRB1_1501 with pseudo-sequence DRB1_1501.